This data is from Reaction yield outcomes from USPTO patents with 853,638 reactions. The task is: Predict the reaction yield, written as a fraction of the theoretical maximum amount of product (1.0 means a 100% yield; for example, 0.34 means a 34% yield). (1) The reactants are C([Li])CCC.Br[C:7]1[CH:12]=[CH:11][CH:10]=[CH:9][C:8]=1[C:13]([CH3:16])([CH3:15])[CH3:14].C[O:18][B:19](OC)[O:20]C.Cl. The catalyst is CCCCCCC.C1COCC1. The product is [C:13]([C:8]1[CH:9]=[CH:10][CH:11]=[CH:12][C:7]=1[B:19]([OH:20])[OH:18])([CH3:16])([CH3:15])[CH3:14]. The yield is 0.580. (2) The reactants are O.O.[Sn](Cl)Cl.[CH2:6]([N:13]1[CH:22]=[CH:21][C:20]2[C:15](=[CH:16][CH:17]=[CH:18][C:19]=2[N+:23]([O-])=O)[C:14]1=[O:26])[C:7]1[CH:12]=[CH:11][CH:10]=[CH:9][CH:8]=1.C(=O)(O)[O-].[Na+]. The catalyst is C(O)C.O. The product is [NH2:23][C:19]1[CH:18]=[CH:17][CH:16]=[C:15]2[C:20]=1[CH:21]=[CH:22][N:13]([CH2:6][C:7]1[CH:12]=[CH:11][CH:10]=[CH:9][CH:8]=1)[C:14]2=[O:26]. The yield is 0.930.